Dataset: Catalyst prediction with 721,799 reactions and 888 catalyst types from USPTO. Task: Predict which catalyst facilitates the given reaction. (1) Reactant: [NH2:1][C:2]1[NH:6][N:5]=[CH:4][C:3]=1[C:7]#[N:8].C([O-])([O-])=O.[Cs+].[Cs+].C([O:17][CH:18]=[CH:19][C:20](OCC)=O)C.Cl. Product: [OH:17][C:18]1[CH:19]=[CH:20][N:6]2[N:5]=[CH:4][C:3]([C:7]#[N:8])=[C:2]2[N:1]=1. The catalyst class is: 18. (2) Reactant: [N:1]1([CH2:6][C:7]2[CH:12]=[CH:11][C:10]([S:13]([N:16]3[CH2:21][CH2:20][N:19]([CH2:22][CH:23]4[CH2:28][CH2:27][N:26]([C:29]5[CH:34]=[CH:33][N:32]=[CH:31][CH:30]=5)[CH2:25][CH2:24]4)[C:18](=[O:35])[CH2:17]3)(=[O:15])=[O:14])=[CH:9][CH:8]=2)[CH:5]=[CH:4][N:3]=[CH:2]1.[ClH:36]. Product: [ClH:36].[N:1]1([CH2:6][C:7]2[CH:8]=[CH:9][C:10]([S:13]([N:16]3[CH2:21][CH2:20][N:19]([CH2:22][CH:23]4[CH2:28][CH2:27][N:26]([C:29]5[CH:30]=[CH:31][N:32]=[CH:33][CH:34]=5)[CH2:25][CH2:24]4)[C:18](=[O:35])[CH2:17]3)(=[O:14])=[O:15])=[CH:11][CH:12]=2)[CH:5]=[CH:4][N:3]=[CH:2]1. The catalyst class is: 13. (3) Reactant: [F:1][C:2]([F:44])([F:43])[C:3]1[CH:4]=[C:5]([C@H:13]([O:15][C@@H:16]2[C@@H:20]([C:21]3[CH:26]=[CH:25][CH:24]=[CH:23][CH:22]=3)[CH2:19][N:18]([C:27]([CH:29]3[CH2:33][O:32]C(C)(C)[N:30]3C(OC(C)(C)C)=O)=[O:28])[CH2:17]2)[CH3:14])[CH:6]=[C:7]([C:9]([F:12])([F:11])[F:10])[CH:8]=1.C1(OC)C=CC=CC=1.C(O)(C(F)(F)F)=O. Product: [NH2:30][CH:29]([C:27]([N:18]1[CH2:19][C@H:20]([C:21]2[CH:22]=[CH:23][CH:24]=[CH:25][CH:26]=2)[C@@H:16]([O:15][C@@H:13]([C:5]2[CH:6]=[C:7]([C:9]([F:10])([F:11])[F:12])[CH:8]=[C:3]([C:2]([F:44])([F:1])[F:43])[CH:4]=2)[CH3:14])[CH2:17]1)=[O:28])[CH2:33][OH:32]. The catalyst class is: 2. (4) Product: [Br:35][C:31]1[CH:30]=[C:29]([CH:25]2[CH2:24][CH:23]([S:9][C:5]3[CH:6]=[CH:7][CH:8]=[C:3]([C:2]([F:1])([F:10])[F:11])[CH:4]=3)[CH2:28][CH2:27][O:26]2)[N:33]([CH3:34])[N:32]=1. The catalyst class is: 3. Reactant: [F:1][C:2]([F:11])([F:10])[C:3]1[CH:4]=[C:5]([SH:9])[CH:6]=[CH:7][CH:8]=1.C([O-])([O-])=O.[K+].[K+].CS(O[CH:23]1[CH2:28][CH2:27][O:26][CH:25]([C:29]2[N:33]([CH3:34])[N:32]=[C:31]([Br:35])[CH:30]=2)[CH2:24]1)(=O)=O. (5) Reactant: C([Li])CCC.[O:6]1[C:11]2[CH:12]=[CH:13][C:14]([C:16]3[N:17]=[C:18]([CH3:21])[S:19][CH:20]=3)=[CH:15][C:10]=2[CH2:9][CH2:8][CH2:7]1.[C:22]([O:26][CH2:27][CH3:28])(=[O:25])[CH:23]=[O:24].C1(C)C=CC=CC=1. Product: [O:6]1[C:11]2[CH:12]=[CH:13][C:14]([C:16]3[N:17]=[C:18]([CH3:21])[S:19][C:20]=3[CH:23]([OH:24])[C:22]([O:26][CH2:27][CH3:28])=[O:25])=[CH:15][C:10]=2[CH2:9][CH2:8][CH2:7]1. The catalyst class is: 30.